This data is from Full USPTO retrosynthesis dataset with 1.9M reactions from patents (1976-2016). The task is: Predict the reactants needed to synthesize the given product. (1) The reactants are: [S:1]1[CH:5]=[CH:4][N:3]=[C:2]1[C:6]([NH:8][C@@H:9]1[CH2:14][CH2:13][CH2:12][N:11](C(OC(C)(C)C)=O)[CH2:10]1)=[O:7].Cl.CCOC(C)=O. Given the product [NH:11]1[CH2:12][CH2:13][CH2:14][C@@H:9]([NH:8][C:6]([C:2]2[S:1][CH:5]=[CH:4][N:3]=2)=[O:7])[CH2:10]1, predict the reactants needed to synthesize it. (2) Given the product [NH2:25][C:3]([C:4]1[CH:5]=[N:6][CH:7]=[CH:8][CH:9]=1)=[CH:11][C:12]([O:14][CH3:15])=[O:13], predict the reactants needed to synthesize it. The reactants are: Cl.Cl.[C:3]([CH2:11][C:12]([O:14][CH3:15])=[O:13])(=O)[C:4]1[CH:9]=[CH:8][CH:7]=[N:6][CH:5]=1.C([O-])(=O)C.[Na+].C(O)(=O)C.[NH3:25]. (3) Given the product [NH2:7][CH2:8][CH2:9][NH:10][C:11](=[S:12])[C:13]1[CH:18]=[CH:17][C:16]([CH:19]([S:28]([C:31]2[CH:32]=[CH:33][C:34]([Cl:37])=[CH:35][CH:36]=2)(=[O:30])=[O:29])[C:20]2[CH:25]=[C:24]([F:26])[CH:23]=[CH:22][C:21]=2[F:27])=[N:15][CH:14]=1, predict the reactants needed to synthesize it. The reactants are: C(OC(=O)[NH:7][CH2:8][CH2:9][NH:10][C:11]([C:13]1[CH:14]=[N:15][C:16]([CH:19]([S:28]([C:31]2[CH:36]=[CH:35][C:34]([Cl:37])=[CH:33][CH:32]=2)(=[O:30])=[O:29])[C:20]2[CH:25]=[C:24]([F:26])[CH:23]=[CH:22][C:21]=2[F:27])=[CH:17][CH:18]=1)=[S:12])(C)(C)C.Cl. (4) Given the product [F:81][CH:65]([F:64])[O:66][C:67]1[CH:75]=[CH:74][C:70]([C:71]([N:41]2[CH2:42][CH:43]3[CH:39]([CH2:38][N:37]([C:32]4[N:33]=[C:34]([CH3:36])[CH:35]=[C:30]([CH3:29])[N:31]=4)[CH2:44]3)[CH2:40]2)=[O:72])=[C:69]([N:76]2[N:80]=[CH:79][CH:78]=[N:77]2)[CH:68]=1, predict the reactants needed to synthesize it. The reactants are: N1N=C(C2C=CC=CC=2C(N2CC3CN(C(OC(C)(C)C)=O)CC3C2)=O)NC=1.[CH3:29][C:30]1[CH:35]=[C:34]([CH3:36])[N:33]=[C:32]([N:37]2[CH2:44][CH:43]3[CH:39]([CH2:40][NH:41][CH2:42]3)[CH2:38]2)[N:31]=1.CC(O)=O.C(OC(N1CC2C(CNC2)C1)=O)(C)(C)C.[F:64][CH:65]([F:81])[O:66][C:67]1[CH:75]=[CH:74][C:70]([C:71](O)=[O:72])=[C:69]([N:76]2[N:80]=[CH:79][CH:78]=[N:77]2)[CH:68]=1.N1N=C(C2C=CC=CC=2C(O)=O)NC=1.